Dataset: Full USPTO retrosynthesis dataset with 1.9M reactions from patents (1976-2016). Task: Predict the reactants needed to synthesize the given product. (1) The reactants are: [CH2:1]([C:8]1[CH:13]=[CH:12][CH:11]=[CH:10][C:9]=1[OH:14])[C:2]1[CH:7]=[CH:6][CH:5]=[CH:4][CH:3]=1.O.Br[CH2:17][CH2:18][CH2:19][O:20][CH3:21]. Given the product [CH2:1]([C:8]1[CH:13]=[CH:12][CH:11]=[CH:10][C:9]=1[O:14][CH2:17][CH2:18][CH2:19][O:20][CH3:21])[C:2]1[CH:3]=[CH:4][CH:5]=[CH:6][CH:7]=1, predict the reactants needed to synthesize it. (2) Given the product [F:1][C:2]1[C:8]([CH3:9])=[CH:7][C:5]([NH2:6])=[C:4]([C:16]#[C:15][Si:12]([CH3:14])([CH3:13])[CH3:11])[CH:3]=1, predict the reactants needed to synthesize it. The reactants are: [F:1][C:2]1[C:8]([CH3:9])=[CH:7][C:5]([NH2:6])=[C:4](I)[CH:3]=1.[CH3:11][Si:12]([C:15]#[CH:16])([CH3:14])[CH3:13]. (3) The reactants are: [C:1]([CH2:4][C:5]1[CH:39]=[CH:38][C:8]([CH2:9][CH2:10][CH2:11][NH:12][C:13]2[CH:18]=[C:17]([O:19][CH3:20])[CH:16]=[CH:15][C:14]=2[C@@H:21]2[CH2:30][CH2:29][C:28]3[CH:27]=[C:26]([O:31]C(=O)C(C)(C)C)[CH:25]=[CH:24][C:23]=3[CH2:22]2)=[CH:7][CH:6]=1)(O)=O.[CH2:40]([NH:42][CH2:43][CH3:44])[CH3:41]. Given the product [CH2:40]([N:42]([CH2:43][CH3:44])[CH2:1][CH2:4][C:5]1[CH:39]=[CH:38][C:8]([CH2:9][CH2:10][CH2:11][NH:12][C:13]2[CH:18]=[C:17]([O:19][CH3:20])[CH:16]=[CH:15][C:14]=2[C@@H:21]2[CH2:30][CH2:29][C:24]3[CH:25]=[C:26]([OH:31])[CH:27]=[CH:28][C:23]=3[CH2:22]2)=[CH:7][CH:6]=1)[CH3:41], predict the reactants needed to synthesize it. (4) Given the product [CH:49]1([NH:54][C:30](=[O:31])[C:29]2[CH:33]=[CH:34][C:35]([CH3:36])=[C:27]([C:10]3[C:11]4[CH:17]=[CH:16][C:15](=[O:18])[N:14]([C:19]5[C:24]([F:25])=[CH:23][CH:22]=[CH:21][C:20]=5[F:26])[C:12]=4[N:13]=[C:8]([NH:7][CH2:6][CH2:5][CH2:4][N:3]([CH2:37][CH3:38])[CH2:1][CH3:2])[N:9]=3)[CH:28]=2)[CH2:50][CH2:51][CH2:52][CH2:53]1, predict the reactants needed to synthesize it. The reactants are: [CH2:1]([N:3]([CH2:37][CH3:38])[CH2:4][CH2:5][CH2:6][NH:7][C:8]1[N:9]=[C:10]([C:27]2[CH:28]=[C:29]([CH:33]=[CH:34][C:35]=2[CH3:36])[C:30](O)=[O:31])[C:11]2[CH:17]=[CH:16][C:15](=[O:18])[N:14]([C:19]3[C:24]([F:25])=[CH:23][CH:22]=[CH:21][C:20]=3[F:26])[C:12]=2[N:13]=1)[CH3:2].CN(C(ON1N=[N:54][C:49]2[CH:50]=[CH:51][CH:52]=[CH:53]C1=2)=[N+](C)C)C.F[P-](F)(F)(F)(F)F.C1(N)CCCC1. (5) Given the product [CH2:14]([O:13][C:11](=[O:12])[C:10]1[CH:16]=[CH:17][C:7]([N:1]2[CH:5]=[CH:4][CH:3]=[N:2]2)=[CH:8][CH:9]=1)[CH3:15], predict the reactants needed to synthesize it. The reactants are: [NH:1]1[CH:5]=[CH:4][CH:3]=[N:2]1.I[C:7]1[CH:17]=[CH:16][C:10]([C:11]([O:13][CH2:14][CH3:15])=[O:12])=[CH:9][CH:8]=1. (6) Given the product [Cl:16][CH2:15][CH2:14][CH2:13][CH2:12][O:1][C:2]1[CH:3]=[C:4]([C:8](=[O:10])[CH3:9])[CH:5]=[CH:6][CH:7]=1, predict the reactants needed to synthesize it. The reactants are: [OH:1][C:2]1[CH:3]=[C:4]([C:8](=[O:10])[CH3:9])[CH:5]=[CH:6][CH:7]=1.Br[CH2:12][CH2:13][CH2:14][CH2:15][Cl:16]. (7) Given the product [CH2:1]([O:3][C:4]([N:6]1[CH2:19][CH2:18][C:9]2[C:10]3[C:15](=[O:16])[N:14]([CH3:20])[CH:13]=[N:12][C:11]=3[S:17][C:8]=2[CH2:7]1)=[O:5])[CH3:2], predict the reactants needed to synthesize it. The reactants are: [CH2:1]([O:3][C:4]([N:6]1[CH2:19][CH2:18][C:9]2[C:10]3[C:15](=[O:16])[NH:14][CH:13]=[N:12][C:11]=3[S:17][C:8]=2[CH2:7]1)=[O:5])[CH3:2].[C:20]([O-])([O-])=O.[K+].[K+].IC.